This data is from Forward reaction prediction with 1.9M reactions from USPTO patents (1976-2016). The task is: Predict the product of the given reaction. (1) Given the reactants Cl.[NH2:2][C:3]1([C:6]2[NH:7][C:8]([C:14]3[C:23]([F:24])=[CH:22][CH:21]=[C:20]4[C:15]=3[N:16]=[C:17]([NH:26][CH:27]3[CH2:29][CH2:28]3)[C:18]([CH3:25])=[N:19]4)=[CH:9][C:10]=2[C:11]([OH:13])=O)[CH2:5][CH2:4]1.CCN(C(C)C)C(C)C.F[P-](F)(F)(F)(F)F.N1(O[P+](N2CCCC2)(N2CCCC2)N2CCCC2)C2C=CC=CC=2N=N1, predict the reaction product. The product is: [CH:27]1([NH:26][C:17]2[C:18]([CH3:25])=[N:19][C:20]3[C:15]([N:16]=2)=[C:14]([C:8]2[NH:7][C:6]4[C:3]5([CH2:5][CH2:4]5)[NH:2][C:11](=[O:13])[C:10]=4[CH:9]=2)[C:23]([F:24])=[CH:22][CH:21]=3)[CH2:29][CH2:28]1. (2) Given the reactants [CH3:1][CH:2]([CH2:4][CH2:5][CH2:6][C@H:7]([C@@H:9]1[C@:27]2([CH3:28])[C@H:12]([C@H:13]3[C@H:24]([CH2:25][CH2:26]2)[C@:22]2([CH3:23])[C:16]([CH2:17][C@H:18]([CH2:20][CH2:21]2)[OH:19])=[CH:15][CH2:14]3)[CH2:11][CH2:10]1)[CH3:8])[CH3:3].C([O:32][CH2:33][CH2:34][O:35][CH2:36][CH2:37][O:38][CH2:39][CH2:40][O:41][CH2:42][CH2:43][OH:44])(=O)N, predict the reaction product. The product is: [CH3:3][CH:2]([CH2:4][CH2:5][CH2:6][C@H:7]([C@@H:9]1[C@:27]2([CH3:28])[C@H:12]([C@H:13]3[C@H:24]([CH2:25][CH2:26]2)[C@:22]2([CH3:23])[C:16]([CH2:17][C@H:18]([CH2:20][CH2:21]2)[OH:19])=[CH:15][CH2:14]3)[CH2:11][CH2:10]1)[CH3:8])[CH3:1].[CH2:43]([OH:44])[CH2:42][O:41][CH2:40][CH2:39][O:38][CH2:37][CH2:36][O:35][CH2:34][CH2:33][OH:32]. (3) Given the reactants [Si:1]([O:8][C@H:9]1[CH2:14][CH2:13][C@@:12]([C@H:16]2[CH2:33][CH2:32][C@@:31]3([CH3:34])[C@@H:18]([CH2:19][C@H:20]4[C@@H:30]3[C@H:29]([CH3:35])[C@@:22]3([CH2:27][CH2:26][C@@H:25]([CH3:28])[CH2:24][O:23]3)[O:21]4)[C@@H:17]2[CH:36]=[O:37])([CH3:15])[C@@H:11]([CH:38]=[O:39])[CH2:10]1)([C:4]([CH3:7])([CH3:6])[CH3:5])([CH3:3])[CH3:2].[BH4-].[Na+], predict the reaction product. The product is: [Si:1]([O:8][C@@H:9]1[CH2:10][C@H:11]([CH2:38][OH:39])[C@:12]([C@H:16]2[CH2:33][CH2:32][C@@:31]3([CH3:34])[C@@H:18]([CH2:19][C@H:20]4[C@@H:30]3[C@H:29]([CH3:35])[C@@:22]3([CH2:27][CH2:26][C@@H:25]([CH3:28])[CH2:24][O:23]3)[O:21]4)[C@@H:17]2[CH2:36][OH:37])([CH3:15])[CH2:13][CH2:14]1)([C:4]([CH3:5])([CH3:6])[CH3:7])([CH3:2])[CH3:3].